From a dataset of Reaction yield outcomes from USPTO patents with 853,638 reactions. Predict the reaction yield, written as a fraction of the theoretical maximum amount of product (1.0 means a 100% yield; for example, 0.34 means a 34% yield). (1) The reactants are Cl[C:2]1[N:10]=[C:9]([C:11]([F:14])([F:13])[F:12])[N:8]=[C:7]2[C:3]=1[N:4]=[CH:5][N:6]2[CH2:15][C:16]1[CH:21]=[CH:20][CH:19]=[CH:18][C:17]=1[F:22].[NH2:23][CH:24]1[CH2:26][CH2:25]1. The catalyst is CCO. The product is [CH:24]1([NH:23][C:2]2[N:10]=[C:9]([C:11]([F:14])([F:13])[F:12])[N:8]=[C:7]3[C:3]=2[N:4]=[CH:5][N:6]3[CH2:15][C:16]2[CH:21]=[CH:20][CH:19]=[CH:18][C:17]=2[F:22])[CH2:26][CH2:25]1. The yield is 0.970. (2) The reactants are [CH3:1][C:2]1([CH3:16])[C:6]([CH3:8])([CH3:7])[O:5][B:4]([C:9]2[CH:10]=[C:11]([CH:13]=[CH:14][CH:15]=2)[NH2:12])[O:3]1.C(N(CC)CC)C.[C:24]([O:27][C:28]([CH3:33])([CH3:32])[C:29](Cl)=[O:30])(=[O:26])[CH3:25]. The catalyst is CN(C)C(=O)C.C(OCC)(=O)C. The product is [C:24]([O:27][C:28]([CH3:33])([CH3:32])[C:29](=[O:30])[NH:12][C:11]1[CH:13]=[CH:14][CH:15]=[C:9]([B:4]2[O:3][C:2]([CH3:16])([CH3:1])[C:6]([CH3:7])([CH3:8])[O:5]2)[CH:10]=1)(=[O:26])[CH3:25]. The yield is 0.830. (3) The reactants are [F:1][C:2]([F:7])([F:6])[C:3]([OH:5])=[O:4].[CH2:8]([N:10]([CH2:49][CH3:50])[CH2:11][CH2:12][CH2:13][NH:14][C:15]1[N:16]=[C:17]([C:34]2[CH:35]=[C:36]([CH:44]=[C:45]([F:48])[C:46]=2[CH3:47])[C:37]([O:39]C(C)(C)C)=[O:38])[C:18]2[CH:24]=[CH:23][C:22](=[O:25])[N:21]([C:26]3[C:31]([F:32])=[CH:30][CH:29]=[CH:28][C:27]=3[F:33])[C:19]=2[N:20]=1)[CH3:9].ClCCl.C(O)(C(F)(F)F)=O.C([SiH](CC)CC)C. No catalyst specified. The product is [F:1][C:2]([F:7])([F:6])[C:3]([OH:5])=[O:4].[CH2:49]([N:10]([CH2:8][CH3:9])[CH2:11][CH2:12][CH2:13][NH:14][C:15]1[N:16]=[C:17]([C:34]2[CH:35]=[C:36]([CH:44]=[C:45]([F:48])[C:46]=2[CH3:47])[C:37]([OH:39])=[O:38])[C:18]2[CH:24]=[CH:23][C:22](=[O:25])[N:21]([C:26]3[C:27]([F:33])=[CH:28][CH:29]=[CH:30][C:31]=3[F:32])[C:19]=2[N:20]=1)[CH3:50]. The yield is 0.400. (4) The reactants are [CH:1]([C:3]1[CH:8]=[CH:7][C:6]([O:9][C:10]2[CH:15]=[CH:14][C:13]([C:16]([F:19])([F:18])[F:17])=[CH:12][CH:11]=2)=[CH:5][CH:4]=1)=[CH2:2].B1C2CCCC1CCC2.C1C[O:32]CC1. No catalyst specified. The product is [F:19][C:16]([F:17])([F:18])[C:13]1[CH:14]=[CH:15][C:10]([O:9][C:6]2[CH:5]=[CH:4][C:3]([CH2:1][CH2:2][OH:32])=[CH:8][CH:7]=2)=[CH:11][CH:12]=1. The yield is 0.960. (5) The reactants are [NH2:1][C:2]1[CH:19]=[CH:18][CH:17]=[CH:16][C:3]=1[C:4]([NH:6][C:7]1[CH:12]=[CH:11][C:10]([CH:13]2[CH2:15][CH2:14]2)=[CH:9][CH:8]=1)=[O:5].[CH3:20][C:21]1[CH:28]=[CH:27][C:24]([CH:25]=O)=[CH:23][N:22]=1. The yield is 0.150. The product is [CH:13]1([C:10]2[CH:11]=[CH:12][C:7]([N:6]3[C:4](=[O:5])[C:3]4[C:2](=[CH:19][CH:18]=[CH:17][CH:16]=4)[N:1]=[C:25]3[C:24]3[CH:23]=[N:22][C:21]([CH3:20])=[CH:28][CH:27]=3)=[CH:8][CH:9]=2)[CH2:15][CH2:14]1. The catalyst is CCO. (6) The product is [C:27]([CH:21]([NH:20][C:18](=[O:19])[NH:17][CH:7]([CH2:8][CH2:9][C:10]([OH:12])=[O:11])[C:6]([OH:5])=[O:30])[CH2:22][CH2:23][CH2:24][CH2:25][NH:26][S:44]([C:41]1[CH:42]=[CH:43][C:38]([I:37])=[CH:39][CH:40]=1)(=[O:46])=[O:45])([OH:29])=[O:28]. The reactants are C([O:5][C:6](=[O:30])[CH:7]([NH:17][C:18]([NH:20][CH:21]([C:27]([OH:29])=[O:28])[CH2:22][CH2:23][CH2:24][CH2:25][NH2:26])=[O:19])[CH2:8][CH2:9][C:10]([O:12]C(C)(C)C)=[O:11])(C)(C)C.O1CCOCC1.[I:37][C:38]1[CH:43]=[CH:42][C:41]([S:44](Cl)(=[O:46])=[O:45])=[CH:40][CH:39]=1. The yield is 0.800. The catalyst is O. (7) The reactants are O.[OH-].[Li+].[O:4]=[C:5]1[CH2:10][CH2:9][C:8]([C:15]2[CH:20]=[CH:19][CH:18]=[CH:17][CH:16]=2)([C:11]([O:13]C)=[O:12])[CH2:7][CH:6]1C(OC)=O. The catalyst is CO.O.O1CCCC1. The product is [O:4]=[C:5]1[CH2:10][CH2:9][C:8]([C:15]2[CH:16]=[CH:17][CH:18]=[CH:19][CH:20]=2)([C:11]([OH:13])=[O:12])[CH2:7][CH2:6]1. The yield is 0.990. (8) The reactants are [CH3:1][N:2]([CH2:4][C@@H:5]1[CH2:10][CH2:9][CH2:8][CH2:7][C@H:6]1[C:11]1[CH:12]=[C:13]([OH:17])[CH:14]=[CH:15][CH:16]=1)[CH3:3].[C:18]([OH:25])(=[O:24])/[CH:19]=[CH:20]\[C:21]([OH:23])=[O:22]. The catalyst is C(OCC)(=O)C. The product is [C:18]([OH:25])(=[O:24])/[CH:19]=[CH:20]\[C:21]([OH:23])=[O:22].[CH3:3][N:2]([CH2:4][C@@H:5]1[CH2:10][CH2:9][CH2:8][CH2:7][C@H:6]1[C:11]1[CH:12]=[C:13]([OH:17])[CH:14]=[CH:15][CH:16]=1)[CH3:1]. The yield is 0.977. (9) The reactants are [CH2:1]([C@@H:5]1[NH:10][CH2:9][C@H:8]([CH2:11][CH2:12][CH3:13])[NH:7][C:6]1=[O:14])[CH:2]([CH3:4])[CH3:3].[F:15][C:16]1[CH:21]=[CH:20][C:19]([C:22]2[CH:26]=[C:25]([C:27](O)=[O:28])[O:24][N:23]=2)=[CH:18][CH:17]=1.C([C@@H]1N(C(=O)/C=C/C2C=CC=CC=2)C[C@H](CC(C)C)NC1=O)C(C)C. No catalyst specified. The product is [F:15][C:16]1[CH:17]=[CH:18][C:19]([C:22]2[CH:26]=[C:25]([C:27]([N:10]3[CH2:9][C@H:8]([CH2:11][CH2:12][CH3:13])[NH:7][C:6](=[O:14])[C@@H:5]3[CH2:1][CH:2]([CH3:4])[CH3:3])=[O:28])[O:24][N:23]=2)=[CH:20][CH:21]=1. The yield is 0.790.